This data is from Full USPTO retrosynthesis dataset with 1.9M reactions from patents (1976-2016). The task is: Predict the reactants needed to synthesize the given product. The reactants are: [Br:1][C:2]1[CH:3]=[C:4]2[C:8](=[CH:9][CH:10]=1)[NH:7][N:6]=[C:5]2[CH3:11].F[B-](F)(F)F.[CH2:17]([O+](CC)CC)[CH3:18].[OH-].[Na+]. Given the product [Br:1][C:2]1[CH:10]=[CH:9][C:8]2[C:4](=[C:5]([CH3:11])[N:6]([CH2:17][CH3:18])[N:7]=2)[CH:3]=1, predict the reactants needed to synthesize it.